Task: Binary Classification. Given a drug SMILES string, predict its activity (active/inactive) in a high-throughput screening assay against a specified biological target.. Dataset: HIV replication inhibition screening data with 41,000+ compounds from the AIDS Antiviral Screen (1) The molecule is CC(C)(C)c1cc(C2COC(c3cc(C(C)(C)C)c(O)c(C(C)(C)C)c3)CO2)cc(C(C)(C)C)c1O. The result is 0 (inactive). (2) The compound is O=C1CCc2cc3c(cc21)CC1(Cc2ccccc2C1)C3. The result is 0 (inactive). (3) The molecule is COC(=O)CCCC(=O)C(=NNc1ccc(Cl)cc1)Nc1c(Cl)cccc1Cl. The result is 0 (inactive).